Dataset: Full USPTO retrosynthesis dataset with 1.9M reactions from patents (1976-2016). Task: Predict the reactants needed to synthesize the given product. The reactants are: [C:1]([O:5][C:6](=[O:16])[NH:7][CH2:8][C:9]1[CH:14]=[CH:13][CH:12]=[C:11]([F:15])[CH:10]=1)([CH3:4])([CH3:3])[CH3:2].[H-].[Na+].[Cl:19][C:20]1[CH:25]=[N:24][CH:23]=[C:22](Cl)[N:21]=1. Given the product [C:1]([O:5][C:6](=[O:16])[N:7]([C:22]1[CH:23]=[N:24][CH:25]=[C:20]([Cl:19])[N:21]=1)[CH2:8][C:9]1[CH:14]=[CH:13][CH:12]=[C:11]([F:15])[CH:10]=1)([CH3:4])([CH3:2])[CH3:3], predict the reactants needed to synthesize it.